Dataset: Full USPTO retrosynthesis dataset with 1.9M reactions from patents (1976-2016). Task: Predict the reactants needed to synthesize the given product. (1) Given the product [C:9]([O:13][C:14]([N:16]1[CH2:21][CH2:20][CH:19]([CH2:22][CH2:23][O:24][CH2:2][C:3]2[CH:8]=[CH:7][N:6]=[CH:5][CH:4]=2)[CH2:18][CH2:17]1)=[O:15])([CH3:12])([CH3:11])[CH3:10], predict the reactants needed to synthesize it. The reactants are: Cl[CH2:2][C:3]1[CH:8]=[CH:7][N:6]=[CH:5][CH:4]=1.[C:9]([O:13][C:14]([N:16]1[CH2:21][CH2:20][CH:19]([CH2:22][CH2:23][OH:24])[CH2:18][CH2:17]1)=[O:15])([CH3:12])([CH3:11])[CH3:10]. (2) Given the product [Cl:1][C:2]1[N:7]=[N:6][C:5]([NH:8][S:32]([CH2:31][C:25]2[CH:26]=[C:27]([C:29]#[N:30])[CH:28]=[C:23]([Cl:22])[CH:24]=2)(=[O:34])=[O:33])=[C:4]([OH:21])[CH:3]=1, predict the reactants needed to synthesize it. The reactants are: [Cl:1][C:2]1[N:7]=[N:6][C:5]([NH:8]S(CC2C=CC(F)=C(F)C=2)(=O)=O)=[C:4]([OH:21])[CH:3]=1.[Cl:22][C:23]1[CH:24]=[C:25]([CH2:31][S:32](Cl)(=[O:34])=[O:33])[CH:26]=[C:27]([C:29]#[N:30])[CH:28]=1.FC1C=C(CS(Cl)(=O)=O)C=CC=1F.ClC1N=NC(N)=C(OC)C=1. (3) Given the product [Cl:1][C:2]1[N:3]=[C:4]([C:9]([NH:16][C:17]2[CH:18]=[CH:19][C:20]([C:23]3[O:24][C:25]([CH2:33][CH3:34])=[C:26]([C:28]([O:30][CH2:31][CH3:32])=[O:29])[N:27]=3)=[CH:21][CH:22]=2)=[O:11])[NH:5][C:6]=1[CH2:7][CH3:8], predict the reactants needed to synthesize it. The reactants are: [Cl:1][C:2]1[N:3]=[C:4]([C:9]([OH:11])=O)[NH:5][C:6]=1[CH2:7][CH3:8].S(Cl)(Cl)=O.[NH2:16][C:17]1[CH:22]=[CH:21][C:20]([C:23]2[O:24][C:25]([CH2:33][CH3:34])=[C:26]([C:28]([O:30][CH2:31][CH3:32])=[O:29])[N:27]=2)=[CH:19][CH:18]=1. (4) The reactants are: [Si]([O:8][C:9]1[CH:14]=[CH:13][C:12]([Cl:15])=[CH:11][C:10]=1[CH:16]1[CH2:19][N:18]([C:20]([O:22][C:23]([CH3:26])([CH3:25])[CH3:24])=[O:21])[CH2:17]1)(C(C)(C)C)(C)C.[F-].C[N+](C)(C)C. Given the product [Cl:15][C:12]1[CH:13]=[CH:14][C:9]([OH:8])=[C:10]([CH:16]2[CH2:17][N:18]([C:20]([O:22][C:23]([CH3:25])([CH3:24])[CH3:26])=[O:21])[CH2:19]2)[CH:11]=1, predict the reactants needed to synthesize it. (5) Given the product [CH2:1]([O:3][C:4]([C@H:5]1[C@H:6]([C:7]([O:9][CH2:10][CH3:11])=[O:8])[CH2:21][N:20]([C:36]([O:38][C:39]([CH3:42])([CH3:41])[CH3:40])=[O:37])[CH2:13]1)=[O:12])[CH3:2], predict the reactants needed to synthesize it. The reactants are: [CH2:1]([O:3][C:4](=[O:12])/[CH:5]=[CH:6]/[C:7]([O:9][CH2:10][CH3:11])=[O:8])[CH3:2].[CH2:13]([N:20](COC)[CH2:21][Si](C)(C)C)C1C=CC=CC=1.C(O)(C(F)(F)F)=O.[C:36](O[C:36]([O:38][C:39]([CH3:42])([CH3:41])[CH3:40])=[O:37])([O:38][C:39]([CH3:42])([CH3:41])[CH3:40])=[O:37].[H][H]. (6) Given the product [C:1]([C:5]1[CH:10]=[CH:9][C:8]([S:11]([NH:14][C:15]2[CH:20]=[CH:19][C:18]([C:30]#[N:31])=[CH:17][C:16]=2[C:22]2[N:26]([CH3:27])[C:25]([CH2:28][CH3:29])=[N:24][N:23]=2)(=[O:13])=[O:12])=[CH:7][CH:6]=1)([CH3:4])([CH3:3])[CH3:2], predict the reactants needed to synthesize it. The reactants are: [C:1]([C:5]1[CH:10]=[CH:9][C:8]([S:11]([NH:14][C:15]2[CH:20]=[CH:19][C:18](I)=[CH:17][C:16]=2[C:22]2[N:26]([CH3:27])[C:25]([CH2:28][CH3:29])=[N:24][N:23]=2)(=[O:13])=[O:12])=[CH:7][CH:6]=1)([CH3:4])([CH3:3])[CH3:2].[C:30]([Cu])#[N:31].CN(C=O)C.